This data is from Catalyst prediction with 721,799 reactions and 888 catalyst types from USPTO. The task is: Predict which catalyst facilitates the given reaction. (1) Reactant: [C:1]([O:14][C@H:15]([CH2:97][O:98][C:99](=[O:111])[CH2:100][CH2:101][CH2:102][CH2:103][CH2:104][CH2:105][CH2:106][CH2:107][CH2:108][CH2:109][CH3:110])[CH2:16][S:17][CH2:18][C@H:19]([NH:79]C(OCC1C2C=CC=CC=2C2C1=CC=CC=2)=O)[C:20](=[O:78])[NH:21][CH2:22][CH2:23][CH2:24][O:25][CH2:26][CH2:27][O:28][CH2:29][CH2:30][O:31][CH2:32][CH2:33][CH2:34][NH:35][C:36](=[O:77])[CH:37]([CH2:56][S:57][C:58]([C:71]1[CH:76]=[CH:75][CH:74]=[CH:73][CH:72]=1)([C:65]1[CH:70]=[CH:69][CH:68]=[CH:67][CH:66]=1)[C:59]1[CH:64]=[CH:63][CH:62]=[CH:61][CH:60]=1)[NH:38]C(=O)OCC1C2C=CC=CC=2C2C1=CC=CC=2)(=[O:13])[CH2:2][CH2:3][CH2:4][CH2:5][CH2:6][CH2:7][CH2:8][CH2:9][CH2:10][CH2:11][CH3:12].N1CCCCC1. Product: [C:1]([O:14][C@H:15]([CH2:97][O:98][C:99](=[O:111])[CH2:100][CH2:101][CH2:102][CH2:103][CH2:104][CH2:105][CH2:106][CH2:107][CH2:108][CH2:109][CH3:110])[CH2:16][S:17][CH2:18][C@H:19]([NH2:79])[C:20](=[O:78])[NH:21][CH2:22][CH2:23][CH2:24][O:25][CH2:26][CH2:27][O:28][CH2:29][CH2:30][O:31][CH2:32][CH2:33][CH2:34][NH:35][C:36](=[O:77])[CH:37]([NH2:38])[CH2:56][S:57][C:58]([C:71]1[CH:72]=[CH:73][CH:74]=[CH:75][CH:76]=1)([C:59]1[CH:64]=[CH:63][CH:62]=[CH:61][CH:60]=1)[C:65]1[CH:70]=[CH:69][CH:68]=[CH:67][CH:66]=1)(=[O:13])[CH2:2][CH2:3][CH2:4][CH2:5][CH2:6][CH2:7][CH2:8][CH2:9][CH2:10][CH2:11][CH3:12]. The catalyst class is: 10. (2) Reactant: [CH3:1][O:2][C:3]1[CH:4]=[C:5]([NH:15][C:16]([NH2:18])=[S:17])[CH:6]=[CH:7][C:8]=1[N:9]1[CH:13]=[C:12]([CH3:14])[N:11]=[CH:10]1.Br[CH:20]1[C:25](=O)[CH:24]([C:27]2[CH:32]=[C:31]([F:33])[CH:30]=[CH:29][C:28]=2[F:34])[CH2:23][CH2:22][CH2:21]1. Product: [F:34][C:28]1[CH:29]=[CH:30][C:31]([F:33])=[CH:32][C:27]=1[CH:24]1[C:23]2[N:18]=[C:16]([NH:15][C:5]3[CH:6]=[CH:7][C:8]([N:9]4[CH:13]=[C:12]([CH3:14])[N:11]=[CH:10]4)=[C:3]([O:2][CH3:1])[CH:4]=3)[S:17][C:22]=2[CH2:21][CH2:20][CH2:25]1. The catalyst class is: 8. (3) Reactant: Br[CH2:2][C:3]1[CH:12]=[C:11]2[C:6]([C:7]([C:14]3[CH:19]=[CH:18][C:17]([F:20])=[CH:16][CH:15]=3)=[CH:8][C:9]([Cl:13])=[N:10]2)=[CH:5][CH:4]=1.[N-:21]=[N+:22]=[N-:23].[Na+]. Product: [N:21]([CH2:2][C:3]1[CH:12]=[C:11]2[C:6]([C:7]([C:14]3[CH:19]=[CH:18][C:17]([F:20])=[CH:16][CH:15]=3)=[CH:8][C:9]([Cl:13])=[N:10]2)=[CH:5][CH:4]=1)=[N+:22]=[N-:23]. The catalyst class is: 8. (4) Reactant: [CH2:1]([O:5][C:6]([C:8]1[N:9]=[C:10](O)[C:11]2[C:16]([C:17]=1[OH:18])=[CH:15][C:14]([O:19][C:20]1[CH:21]=[CH:22][C:23]3[O:27][C:26]([N:28]([CH3:30])[CH3:29])=[N:25][C:24]=3[CH:31]=1)=[CH:13][CH:12]=2)=[O:7])[CH2:2][CH2:3][CH3:4].C(OC(C1N=C(O)C2C(C=1O)=CC=C(OC1C=CC3OC(N(C)C)=NC=3C=1)C=2)=O)CCC.P(Cl)(Cl)([Cl:67])=O.C(=O)(O)[O-].[Na+]. Product: [CH2:1]([O:5][C:6]([C:8]1[N:9]=[C:10]([Cl:67])[C:11]2[C:16]([C:17]=1[OH:18])=[CH:15][C:14]([O:19][C:20]1[CH:21]=[CH:22][C:23]3[O:27][C:26]([N:28]([CH3:30])[CH3:29])=[N:25][C:24]=3[CH:31]=1)=[CH:13][CH:12]=2)=[O:7])[CH2:2][CH2:3][CH3:4]. The catalyst class is: 68. (5) Reactant: [CH2:1]([O:3][C:4]([C:6]1([NH:15][C:16](=[O:25])[C:17]2[CH:22]=[CH:21][CH:20]=[C:19]([CH3:23])[C:18]=2[OH:24])[CH2:14][C:13]2[C:8](=[CH:9][CH:10]=[CH:11][CH:12]=2)[CH2:7]1)=[O:5])[CH3:2].C([O-])([O-])=O.[Cs+].[Cs+].Br[CH:33]([CH2:35][CH3:36])[CH3:34]. Product: [CH2:1]([O:3][C:4]([C:6]1([NH:15][C:16](=[O:25])[C:17]2[CH:22]=[CH:21][CH:20]=[C:19]([CH3:23])[C:18]=2[O:24][CH:33]([CH2:35][CH3:36])[CH3:34])[CH2:7][C:8]2[C:13](=[CH:12][CH:11]=[CH:10][CH:9]=2)[CH2:14]1)=[O:5])[CH3:2]. The catalyst class is: 3. (6) Reactant: C[Al](C)C.[CH:5]([NH2:8])([CH3:7])[CH3:6].C[O:10][C:11]([C:13]1[N:14]=[N:15][C:16]([O:19][CH2:20][C:21]2[C:22]([CH2:27][CH2:28][CH2:29][CH3:30])=[N:23][O:24][C:25]=2[CH3:26])=[CH:17][CH:18]=1)=O. Product: [CH:5]([NH:8][C:11]([C:13]1[N:14]=[N:15][C:16]([O:19][CH2:20][C:21]2[C:22]([CH2:27][CH2:28][CH2:29][CH3:30])=[N:23][O:24][C:25]=2[CH3:26])=[CH:17][CH:18]=1)=[O:10])([CH3:7])[CH3:6]. The catalyst class is: 857. (7) Reactant: [CH2:1]([O:3][C:4]([C:6]1([CH2:12][S:13]([C:16]2[CH:21]=[CH:20][C:19]([O:22][CH2:23][C:24]#[C:25][CH3:26])=[CH:18][CH:17]=2)(=[O:15])=[O:14])[CH2:11][CH2:10][NH:9][CH2:8][CH2:7]1)=[O:5])[CH3:2].C(N(CC)CC)C.[C:34](Cl)(=[O:36])[CH3:35]. Product: [C:34]([N:9]1[CH2:8][CH2:7][C:6]([CH2:12][S:13]([C:16]2[CH:17]=[CH:18][C:19]([O:22][CH2:23][C:24]#[C:25][CH3:26])=[CH:20][CH:21]=2)(=[O:15])=[O:14])([C:4]([O:3][CH2:1][CH3:2])=[O:5])[CH2:11][CH2:10]1)(=[O:36])[CH3:35]. The catalyst class is: 143. (8) Reactant: OC(C(F)(F)F)=O.[Cl:8][C:9]1[CH:10]=[C:11]([CH:25]=[CH:26][C:27]=1[Cl:28])[CH2:12][N:13]1[C:22]2[C:17](=[CH:18][CH:19]=[CH:20][CH:21]=2)[CH2:16][CH:15]([NH:23][CH3:24])[CH2:14]1.Cl[C:30]1[N:35]=[C:34]([NH2:36])[N:33]=[C:32]2[NH:37][N:38]=[CH:39][C:31]=12.C(N(C(C)C)CC)(C)C. Product: [Cl:8][C:9]1[CH:10]=[C:11]([CH:25]=[CH:26][C:27]=1[Cl:28])[CH2:12][N:13]1[C:22]2[C:17](=[CH:18][CH:19]=[CH:20][CH:21]=2)[CH2:16][CH:15]([N:23]([CH3:24])[C:30]2[N:35]=[C:34]([NH2:36])[N:33]=[C:32]3[NH:37][N:38]=[CH:39][C:31]=23)[CH2:14]1. The catalyst class is: 287. (9) Reactant: [Si:1]([O:8][CH2:9][CH:10]([NH2:15])[CH2:11][CH:12]([CH3:14])[CH3:13])([C:4]([CH3:7])([CH3:6])[CH3:5])([CH3:3])[CH3:2].C(O[CH:19](O)[CH:20]([F:22])[F:21])C. Product: [Si:1]([O:8][CH2:9][C@@H:10](/[N:15]=[CH:19]\[CH:20]([F:22])[F:21])[CH2:11][CH:12]([CH3:13])[CH3:14])([C:4]([CH3:7])([CH3:6])[CH3:5])([CH3:3])[CH3:2]. The catalyst class is: 48. (10) Reactant: [F:1][C:2]1[CH:3]=[C:4]([CH:54]=[C:55]([F:57])[CH:56]=1)[C:5]([C:7]1[CH:8]=[C:9]2[C:13](=[CH:14][CH:15]=1)[N:12](C(C1C=CC=CC=1)(C1C=CC=CC=1)C1C=CC=CC=1)[N:11]=[C:10]2[NH:35][C:36](=[O:53])[C:37]1[CH:42]=[CH:41][C:40]([N:43]2[CH2:48][CH2:47][N:46]([CH3:49])[CH2:45][CH2:44]2)=[CH:39][C:38]=1[N+:50]([O-:52])=[O:51])=[O:6].FC(F)(F)C(O)=O. Product: [F:1][C:2]1[CH:3]=[C:4]([CH:54]=[C:55]([F:57])[CH:56]=1)[C:5]([C:7]1[CH:8]=[C:9]2[C:13](=[CH:14][CH:15]=1)[NH:12][N:11]=[C:10]2[NH:35][C:36](=[O:53])[C:37]1[CH:42]=[CH:41][C:40]([N:43]2[CH2:44][CH2:45][N:46]([CH3:49])[CH2:47][CH2:48]2)=[CH:39][C:38]=1[N+:50]([O-:52])=[O:51])=[O:6]. The catalyst class is: 4.